The task is: Regression/Classification. Given a drug SMILES string, predict its absorption, distribution, metabolism, or excretion properties. Task type varies by dataset: regression for continuous measurements (e.g., permeability, clearance, half-life) or binary classification for categorical outcomes (e.g., BBB penetration, CYP inhibition). Dataset: cyp1a2_veith.. This data is from CYP1A2 inhibition data for predicting drug metabolism from PubChem BioAssay. The compound is O=S(=O)(Nc1ccc(Cc2ccncc2)cc1)c1ccc(Br)cc1. The result is 1 (inhibitor).